This data is from Reaction yield outcomes from USPTO patents with 853,638 reactions. The task is: Predict the reaction yield, written as a fraction of the theoretical maximum amount of product (1.0 means a 100% yield; for example, 0.34 means a 34% yield). (1) The reactants are [Br:1][C:2]1[CH:3]=[CH:4][C:5]2[O:14][CH2:13][CH2:12][C:11]3[CH:10]=[C:9]([C:15]4O[CH:17]=[N:18][N:19]=4)[S:8][C:7]=3[C:6]=2[CH:20]=1.[Cl:21][C:22]1[CH:28]=[C:27]([Cl:29])[CH:26]=[CH:25][C:23]=1[NH2:24].C(O)(C(F)(F)F)=O.CCN(C(C)C)C(C)C. The catalyst is C1(C)C=CC=CC=1. The product is [Br:1][C:2]1[CH:3]=[CH:4][C:5]2[O:14][CH2:13][CH2:12][C:11]3[CH:10]=[C:9]([C:15]4[N:24]([C:23]5[CH:25]=[CH:26][C:27]([Cl:29])=[CH:28][C:22]=5[Cl:21])[CH:17]=[N:18][N:19]=4)[S:8][C:7]=3[C:6]=2[CH:20]=1. The yield is 0.460. (2) The reactants are [C:1](OCC)(=O)[C:2]([O:4][CH2:5][CH3:6])=[O:3].[CH2:11]([O:18][CH2:19][C:20]([O:22]CC)=O)[C:12]1[CH:17]=[CH:16][CH:15]=[CH:14][CH:13]=1.[H-].[Na+].[O-]CC.[Na+].S(O)(O)(=O)=O.[CH3:36][S:37][C:38](=[NH:40])[NH2:39]. The catalyst is C(O)C.C(O)(=O)C. The product is [CH2:5]([O:4][C:2]([C:1]1[N:39]=[C:38]([S:37][CH3:36])[NH:40][C:20](=[O:22])[C:19]=1[O:18][CH2:11][C:12]1[CH:13]=[CH:14][CH:15]=[CH:16][CH:17]=1)=[O:3])[CH3:6]. The yield is 0.180. (3) The reactants are C([O:4][CH2:5][CH:6]1[CH2:10][CH2:9][C:8]([CH2:20][O:21][Si:22]([C:25]([CH3:28])([CH3:27])[CH3:26])([CH3:24])[CH3:23])([CH2:11][O:12][Si:13]([C:16]([CH3:19])([CH3:18])[CH3:17])([CH3:15])[CH3:14])[NH:7]1)(=O)C.C([O-])([O-])=O.[K+].[K+]. The catalyst is CO. The product is [Si:22]([O:21][CH2:20][C:8]1([CH2:11][O:12][Si:13]([C:16]([CH3:19])([CH3:18])[CH3:17])([CH3:14])[CH3:15])[NH:7][CH:6]([CH2:5][OH:4])[CH2:10][CH2:9]1)([C:25]([CH3:28])([CH3:27])[CH3:26])([CH3:24])[CH3:23]. The yield is 0.980. (4) The yield is 0.540. The product is [CH2:1]([N:4]([CH2:5][C:6]([N:32]([O:33][CH3:34])[CH3:31])=[O:8])[C:9](=[O:10])[O:11][C:12]([CH3:15])([CH3:14])[CH3:13])[CH:2]=[CH2:3]. The reactants are [CH2:1]([N:4]([C:9]([O:11][C:12]([CH3:15])([CH3:14])[CH3:13])=[O:10])[CH2:5][C:6]([OH:8])=O)[CH:2]=[CH2:3].C(N(CC)CC)C.C(Cl)(=O)C(C)(C)C.Cl.[CH3:31][NH:32][O:33][CH3:34]. The catalyst is O1CCCC1. (5) The reactants are Br[C:2]1[CH:16]=[N:15][C:5]2[NH:6][C:7]3[CH:12]=[CH:11][C:10]([C:13]#[N:14])=[N:9][C:8]=3[C:4]=2[CH:3]=1.[CH3:17][N:18]1[CH2:23][CH2:22][N:21]([C:24]2[CH:29]=[CH:28][C:27](B(O)O)=[CH:26][CH:25]=2)[CH2:20][CH2:19]1. The catalyst is C(=O)([O-])[O-].[Na+].[Na+].C(#N)C.[Pd](Cl)Cl.C1(P(C2C=CC=CC=2)C2C=CC=CC=2)C=CC=CC=1.C1(P(C2C=CC=CC=2)C2C=CC=CC=2)C=CC=CC=1. The product is [CH3:17][N:18]1[CH2:23][CH2:22][N:21]([C:24]2[CH:25]=[CH:26][C:27]([C:2]3[CH:16]=[N:15][C:5]4[NH:6][C:7]5[CH:12]=[CH:11][C:10]([C:13]#[N:14])=[N:9][C:8]=5[C:4]=4[CH:3]=3)=[CH:28][CH:29]=2)[CH2:20][CH2:19]1. The yield is 0.520. (6) The reactants are [F:1][C:2]1[CH:20]=[C:19]([N+:21]([O-])=O)[CH:18]=[CH:17][C:3]=1[O:4][C:5]1[N:10]=[CH:9][N:8]=[C:7]([NH:11][C:12](=[O:16])[N:13]([CH3:15])[CH3:14])[CH:6]=1.[Cl-].[NH4+].C(OCC)(=O)C.O1CCCC1.CCCCCC. The catalyst is C(O)C.O.C(OCC)C.[Fe]. The product is [NH2:21][C:19]1[CH:18]=[CH:17][C:3]([O:4][C:5]2[N:10]=[CH:9][N:8]=[C:7]([NH:11][C:12](=[O:16])[N:13]([CH3:15])[CH3:14])[CH:6]=2)=[C:2]([F:1])[CH:20]=1. The yield is 0.834. (7) The reactants are [CH2:1]([CH:8]1[CH2:12][CH2:11][N:10]([S:13]([CH2:16][C:17]#[N:18])(=[O:15])=[O:14])[CH2:9]1)[C:2]1[CH:7]=[CH:6][CH:5]=[CH:4][CH:3]=1.[CH2:19]([O:21][CH:22](OCC)OCC)[CH3:20].C(OC(=O)C)(=O)C. No catalyst specified. The product is [CH2:1]([CH:8]1[CH2:12][CH2:11][N:10]([S:13]([C:16](=[CH:22][O:21][CH2:19][CH3:20])[C:17]#[N:18])(=[O:15])=[O:14])[CH2:9]1)[C:2]1[CH:3]=[CH:4][CH:5]=[CH:6][CH:7]=1. The yield is 0.460.